From a dataset of Catalyst prediction with 721,799 reactions and 888 catalyst types from USPTO. Predict which catalyst facilitates the given reaction. (1) Reactant: CC(C)([O-])C.[K+].[CH3:7][C:8]1[NH:12][C:11]([C:13]([O:15][CH2:16][CH3:17])=[O:14])=[C:10]([C:18]2[CH:23]=[CH:22][CH:21]=[CH:20][CH:19]=2)[C:9]=1[C:24]([O:26][CH2:27][CH3:28])=[O:25].Br[CH2:30][CH2:31][CH2:32][OH:33]. Product: [OH:33][CH2:32][CH2:31][CH2:30][N:12]1[C:8]([CH3:7])=[C:9]([C:24]([O:26][CH2:27][CH3:28])=[O:25])[C:10]([C:18]2[CH:23]=[CH:22][CH:21]=[CH:20][CH:19]=2)=[C:11]1[C:13]([O:15][CH2:16][CH3:17])=[O:14]. The catalyst class is: 16. (2) Reactant: [Cl:1][C:2]1[N:7]2[N:8]=[C:9]3[C:14]([CH:13]=[CH:12][CH:11]=[CH:10]3)=[C:6]2[N:5]=[C:4]([CH3:15])[C:3]=1[CH2:16][C:17]([O:19][CH3:20])=[O:18].[Li+].C[Si]([N-][Si](C)(C)C)(C)C.O1C[CH2:34][CH2:33][CH2:32]1.ICCC. The catalyst class is: 3. Product: [Cl:1][C:2]1[N:7]2[N:8]=[C:9]3[C:14]([CH:13]=[CH:12][CH:11]=[CH:10]3)=[C:6]2[N:5]=[C:4]([CH3:15])[C:3]=1[CH:16]([CH2:32][CH2:33][CH3:34])[C:17]([O:19][CH3:20])=[O:18]. (3) Reactant: [CH3:1][S:2]([C:5]1[CH:13]=[C:12]2[C:8]([CH2:9][CH2:10][CH:11]2O)=[CH:7][CH:6]=1)(=[O:4])=[O:3].C1(P(C2C=CC=CC=2)C2C=CC=CC=2)C=CC=CC=1.[C:34]1(=[O:44])[NH:38][C:37](=[O:39])[C:36]2=[CH:40][CH:41]=[CH:42][CH:43]=[C:35]12.N(C(OC(C)C)=O)=NC(OC(C)C)=O. Product: [CH3:1][S:2]([C:5]1[CH:13]=[C:12]2[C:8]([CH2:9][CH2:10][CH:11]2[N:38]2[C:34](=[O:44])[C:35]3[C:36](=[CH:40][CH:41]=[CH:42][CH:43]=3)[C:37]2=[O:39])=[CH:7][CH:6]=1)(=[O:4])=[O:3]. The catalyst class is: 7. (4) Reactant: Br[C:2]1[CH:3]=[C:4]2[C:8](=[CH:9][CH:10]=1)[NH:7][CH:6]=[C:5]2[CH3:11].[CH3:12][C:13]1([CH3:29])[C:17]([CH3:19])([CH3:18])[O:16][B:15]([B:15]2[O:16][C:17]([CH3:19])([CH3:18])[C:13]([CH3:29])([CH3:12])[O:14]2)[O:14]1.C(O[K])(C)=O.O. Product: [CH3:11][C:5]1[C:4]2[C:8](=[CH:9][CH:10]=[C:2]([B:15]3[O:16][C:17]([CH3:19])([CH3:18])[C:13]([CH3:29])([CH3:12])[O:14]3)[CH:3]=2)[NH:7][CH:6]=1. The catalyst class is: 75. (5) Reactant: [NH2:1][CH:2]([CH2:12]CC1C=CC(C(C)(C)C)=CC=1)[CH:3]([C:5]1[CH:10]=[CH:9][C:8]([F:11])=[CH:7][CH:6]=1)[OH:4].[C:24]1([C:35]([OH:37])=O)[CH:25]=[CH:26][CH:27]=[C:28]2[CH2:34][CH2:33][CH2:32][CH:31]=[CH:30][C:29]=12.O.ON1[C:44]2[CH:45]=[CH:46][CH:47]=[CH:48][C:43]=2N=N1.Cl.C(N=C=N[CH2:55][CH2:56][CH2:57]N(C)C)C.[C:61](#N)C. Product: [C:56]([C:43]1[CH:48]=[CH:47][C:46]([CH2:12][CH:2]([NH:1][C:35]([C:24]2[CH:25]=[CH:26][CH:27]=[C:28]3[CH2:34][CH2:33][CH2:32][CH:31]=[CH:30][C:29]=23)=[O:37])[CH:3]([C:5]2[CH:10]=[CH:9][C:8]([F:11])=[CH:7][CH:6]=2)[OH:4])=[CH:45][CH:44]=1)([CH3:57])([CH3:61])[CH3:55]. The catalyst class is: 13. (6) Reactant: [N:1]12[CH2:8][CH2:7][CH:4]([CH2:5][CH2:6]1)[C@H:3]([O:9][C:10]1[N:15]=[CH:14][C:13]([C:16]3[CH:17]=[C:18]([CH:20]=[CH:21][CH:22]=3)[NH2:19])=[CH:12][N:11]=1)[CH2:2]2.[C:23]([OH:30])(=[O:29])/[CH:24]=[CH:25]/[C:26]([OH:28])=[O:27]. The catalyst class is: 336. Product: [C:23]([OH:30])(=[O:29])/[CH:24]=[CH:25]/[C:26]([OH:28])=[O:27].[N:1]12[CH2:6][CH2:5][CH:4]([CH2:7][CH2:8]1)[C@H:3]([O:9][C:10]1[N:15]=[CH:14][C:13]([C:16]3[CH:17]=[C:18]([CH:20]=[CH:21][CH:22]=3)[NH2:19])=[CH:12][N:11]=1)[CH2:2]2. (7) Reactant: Cl[C:2]1[N:9]=[C:8]([C:10]2[CH:15]=[CH:14][CH:13]=[CH:12][CH:11]=2)[CH:7]=[CH:6][C:3]=1[C:4]#[N:5].O.[NH2:17][NH2:18]. Product: [C:10]1([C:8]2[N:9]=[C:2]3[NH:17][N:18]=[C:4]([NH2:5])[C:3]3=[CH:6][CH:7]=2)[CH:15]=[CH:14][CH:13]=[CH:12][CH:11]=1. The catalyst class is: 40. (8) Reactant: [F:1][C:2]1[CH:23]=[CH:22][C:5]([CH2:6][NH:7][C:8]([C:10]2[S:18][C:17]3[N:12]([C:13](=[O:21])[NH:14][C:15](=[O:20])[C:16]=3[CH3:19])[CH:11]=2)=[O:9])=[CH:4][CH:3]=1.Cl[CH2:25][CH2:26][C:27]([C:29]1[CH:34]=[CH:33][CH:32]=[CH:31][CH:30]=1)=[O:28].C(=O)([O-])[O-].[Cs+].[Cs+]. Product: [F:1][C:2]1[CH:3]=[CH:4][C:5]([CH2:6][NH:7][C:8]([C:10]2[S:18][C:17]3[N:12]([C:13](=[O:21])[N:14]([CH2:25][CH2:26][C:27](=[O:28])[C:29]4[CH:34]=[CH:33][CH:32]=[CH:31][CH:30]=4)[C:15](=[O:20])[C:16]=3[CH3:19])[CH:11]=2)=[O:9])=[CH:22][CH:23]=1. The catalyst class is: 9.